This data is from Forward reaction prediction with 1.9M reactions from USPTO patents (1976-2016). The task is: Predict the product of the given reaction. (1) Given the reactants [N+:1]([O-:4])([O-])=[O:2].[K+].[Cl:6][C:7]1[C:14]([Cl:15])=[CH:13][CH:12]=[CH:11][C:8]=1[CH:9]=[O:10], predict the reaction product. The product is: [Cl:6][C:7]1[C:14]([Cl:15])=[CH:13][CH:12]=[C:11]([N+:1]([O-:4])=[O:2])[C:8]=1[CH:9]=[O:10]. (2) Given the reactants [C:1]([O:5][C:6](=[O:26])[NH:7][CH:8]([CH2:24][OH:25])[CH2:9][C:10]1[CH:15]=[CH:14][C:13]([C:16]2[CH:21]=[CH:20][C:19]([F:22])=[C:18]([Cl:23])[CH:17]=2)=[CH:12][CH:11]=1)([CH3:4])([CH3:3])[CH3:2].[CH3:27][S:28](Cl)(=[O:30])=[O:29].N1C=CC=CC=1, predict the reaction product. The product is: [C:1]([O:5][C:6]([NH:7][CH:8]([CH2:9][C:10]1[CH:15]=[CH:14][C:13]([C:16]2[CH:21]=[CH:20][C:19]([F:22])=[C:18]([Cl:23])[CH:17]=2)=[CH:12][CH:11]=1)[CH2:24][O:25][S:28]([CH3:27])(=[O:30])=[O:29])=[O:26])([CH3:3])([CH3:2])[CH3:4].